Predict the reaction yield, written as a fraction of the theoretical maximum amount of product (1.0 means a 100% yield; for example, 0.34 means a 34% yield). From a dataset of Reaction yield outcomes from USPTO patents with 853,638 reactions. (1) The reactants are [CH3:1][O:2][C:3](=[O:12])[C:4]1[CH:9]=[CH:8][CH:7]=[C:6]([CH2:10]Br)[CH:5]=1.[Cl:13][C:14]1[C:15]([CH3:21])=[CH:16][C:17](=[O:20])[NH:18][N:19]=1.C(=O)([O-])[O-].[Cs+].[Cs+]. The catalyst is CN1CCCC1. The product is [CH3:1][O:2][C:3](=[O:12])[C:4]1[CH:9]=[CH:8][CH:7]=[C:6]([CH2:10][N:18]2[C:17](=[O:20])[CH:16]=[C:15]([CH3:21])[C:14]([Cl:13])=[N:19]2)[CH:5]=1. The yield is 0.390. (2) The reactants are [CH3:1][C@H:2]1[CH2:7][NH:6][CH2:5][CH2:4][N:3]1[C:8]([O:10][C:11]([CH3:14])([CH3:13])[CH3:12])=[O:9].F[C:16]1[CH:23]=[CH:22][C:19]([C:20]#[N:21])=[CH:18][CH:17]=1.C([O-])([O-])=O.[K+].[K+]. The catalyst is CC(=O)OCC. The product is [C:20]([C:19]1[CH:22]=[CH:23][C:16]([N:6]2[CH2:5][CH2:4][N:3]([C:8]([O:10][C:11]([CH3:13])([CH3:12])[CH3:14])=[O:9])[C@@H:2]([CH3:1])[CH2:7]2)=[CH:17][CH:18]=1)#[N:21]. The yield is 0.300. (3) The product is [CH3:14][O:13][C:12]1[C:3]([CH2:2][O:16][CH3:15])=[C:4]([CH:9]=[CH:10][CH:11]=1)[C:5]([O:7][CH3:8])=[O:6]. The reactants are Br[CH2:2][C:3]1[C:12]([O:13][CH3:14])=[CH:11][CH:10]=[CH:9][C:4]=1[C:5]([O:7][CH3:8])=[O:6].[CH3:15][O-:16].[Na+]. The catalyst is CO. The yield is 0.770. (4) The reactants are [Cl:1][C:2]1[S:6][C:5]([C:7]([OH:9])=O)=[CH:4][C:3]=1[C:10]1[N:14]([CH3:15])[N:13]=[CH:12][C:11]=1[CH3:16].[NH2:17][C@@H:18]([CH2:31][C:32]1[CH:37]=[CH:36][CH:35]=[C:34]([F:38])[CH:33]=1)[CH2:19][N:20]1[C:28](=[O:29])[C:27]2[C:22](=[CH:23][CH:24]=[CH:25][CH:26]=2)[C:21]1=[O:30].C(N(CC)C(C)C)(C)C.C1CN([P+](Br)(N2CCCC2)N2CCCC2)CC1.F[P-](F)(F)(F)(F)F. The catalyst is ClCCl. The product is [Cl:1][C:2]1[S:6][C:5]([C:7]([NH:17][C@@H:18]([CH2:31][C:32]2[CH:37]=[CH:36][CH:35]=[C:34]([F:38])[CH:33]=2)[CH2:19][N:20]2[C:28](=[O:29])[C:27]3[C:22](=[CH:23][CH:24]=[CH:25][CH:26]=3)[C:21]2=[O:30])=[O:9])=[CH:4][C:3]=1[C:10]1[N:14]([CH3:15])[N:13]=[CH:12][C:11]=1[CH3:16]. The yield is 0.429. (5) The reactants are [F:1][C:2]([F:34])([F:33])[CH:3]([O:5][CH2:6][CH2:7][C:8]([F:32])([F:31])[C:9]([F:30])([F:29])[C:10]([F:28])([F:27])[C:11]([F:26])([F:25])[C:12]([F:24])([F:23])[C:13]([F:22])([F:21])[C:14]([F:20])([F:19])[C:15]([F:18])([F:17])[F:16])O.S(Cl)([Cl:37])=O.N1C=CC=CC=1. The catalyst is C1(C)C=CC=CC=1. The product is [Cl:37][CH:3]([O:5][CH2:6][CH2:7][C:8]([F:32])([F:31])[C:9]([F:30])([F:29])[C:10]([F:28])([F:27])[C:11]([F:26])([F:25])[C:12]([F:24])([F:23])[C:13]([F:22])([F:21])[C:14]([F:20])([F:19])[C:15]([F:18])([F:17])[F:16])[C:2]([F:34])([F:33])[F:1]. The yield is 0.630. (6) The reactants are [CH2:1]([OH:17])[CH2:2][CH2:3][CH2:4][CH2:5][CH2:6][CH2:7][CH2:8][CH2:9][CH2:10][CH2:11][CH2:12][CH2:13][CH2:14][CH2:15][CH3:16].[CH2:18]1[CH:22]([CH2:23][CH2:24][CH2:25][CH2:26][C:27](N)=[O:28])SS[CH2:19]1. The catalyst is CCCCCC. The product is [C:27]([O:17][CH2:1][CH2:2][CH2:3][CH2:4][CH2:5][CH2:6][CH2:7][CH2:8][CH2:9][CH2:10][CH2:11][CH2:12][CH2:13][CH2:14][CH2:15][CH3:16])(=[O:28])[CH2:26][CH2:25][CH2:24][CH2:23][CH2:22][CH2:18][CH2:19]/[CH:1]=[CH:2]\[CH2:3][CH2:4][CH2:5][CH3:6]. The yield is 0.950. (7) The reactants are C([O:3][C:4]([C:6]1[N:7]=[C:8]([N:11]2[CH2:16][CH2:15][CH:14]([OH:17])[CH2:13][CH2:12]2)[S:9][CH:10]=1)=[O:5])C.[OH-].[Na+].OS([O-])(=O)=O.[Na+]. The catalyst is CO. The product is [OH:17][CH:14]1[CH2:15][CH2:16][N:11]([C:8]2[S:9][CH:10]=[C:6]([C:4]([OH:5])=[O:3])[N:7]=2)[CH2:12][CH2:13]1. The yield is 0.900. (8) The reactants are Br[C:2]1[C:3]([NH2:22])=[N:4][CH:5]=[C:6]([C:8]2[CH:13]=[CH:12][C:11]([O:14][Si:15]([C:18]([CH3:21])([CH3:20])[CH3:19])([CH3:17])[CH3:16])=[CH:10][CH:9]=2)[N:7]=1.CC1(C)C(C)(C)OB([C:31]2[S:35][C:34]([C:36]3[S:37][CH:38]=[CH:39][CH:40]=3)=[CH:33][CH:32]=2)O1.C([O-])([O-])=O.[Na+].[Na+].O. The catalyst is C1(C)C=CC=CC=1.C(O)C.Cl[Pd](Cl)([P](C1C=CC=CC=1)(C1C=CC=CC=1)C1C=CC=CC=1)[P](C1C=CC=CC=1)(C1C=CC=CC=1)C1C=CC=CC=1. The product is [S:35]1[C:31]([C:2]2[C:3]([NH2:22])=[N:4][CH:5]=[C:6]([C:8]3[CH:13]=[CH:12][C:11]([O:14][Si:15]([C:18]([CH3:21])([CH3:20])[CH3:19])([CH3:17])[CH3:16])=[CH:10][CH:9]=3)[N:7]=2)=[CH:32][CH:33]=[C:34]1[C:36]1[S:37][CH:38]=[CH:39][CH:40]=1. The yield is 0.937.